This data is from Catalyst prediction with 721,799 reactions and 888 catalyst types from USPTO. The task is: Predict which catalyst facilitates the given reaction. (1) Reactant: [CH3:1][O:2][C:3]1[CH:4]=[C:5]2[O:9][C:8]([C:10]3[N:11]=[C:12]4[N:16]([CH:17]=3)[N:15]=[C:14]([O:18][CH3:19])[S:13]4)=[CH:7][C:6]2=[C:20]([OH:22])[CH:21]=1.O[CH2:24][C:25]1[N:26]=[C:27]([C:34]2([OH:40])[CH2:39][CH2:38][O:37][CH2:36][CH2:35]2)[S:28][C:29]=1[C:30]([F:33])([F:32])[F:31].C(P(CCCC)CCCC)CCC.N(C(N1CCCCC1)=O)=NC(N1CCCCC1)=O. Product: [CH3:1][O:2][C:3]1[CH:21]=[C:20]([O:22][CH2:24][C:25]2[N:26]=[C:27]([C:34]3([OH:40])[CH2:39][CH2:38][O:37][CH2:36][CH2:35]3)[S:28][C:29]=2[C:30]([F:32])([F:31])[F:33])[C:6]2[CH:7]=[C:8]([C:10]3[N:11]=[C:12]4[N:16]([CH:17]=3)[N:15]=[C:14]([O:18][CH3:19])[S:13]4)[O:9][C:5]=2[CH:4]=1. The catalyst class is: 56. (2) Reactant: [OH-].[Na+].[F:3][C:4]1[CH:5]=[CH:6][C:7]2[N:8]([C:10]([C:13]3[N:18]=[C:17]([N:19]4[CH2:23][CH2:22][CH2:21][C@H:20]4[C:24]([O:26]C)=[O:25])[CH:16]=[C:15]([NH:28][C@@H:29]4[CH2:34][CH2:33][CH2:32][NH:31][CH2:30]4)[N:14]=3)=[CH:11][N:12]=2)[CH:9]=1. Product: [F:3][C:4]1[CH:5]=[CH:6][C:7]2[N:8]([C:10]([C:13]3[N:18]=[C:17]([N:19]4[CH2:23][CH2:22][CH2:21][C@H:20]4[C:24]([OH:26])=[O:25])[CH:16]=[C:15]([NH:28][C@@H:29]4[CH2:34][CH2:33][CH2:32][NH:31][CH2:30]4)[N:14]=3)=[CH:11][N:12]=2)[CH:9]=1. The catalyst class is: 5. (3) Reactant: [CH3:1][O:2][C:3](=[O:13])[CH2:4][C:5]1[CH:10]=[C:9]([F:11])[CH:8]=[C:7](Cl)[CH:6]=1.C1(P(C2CCCCC2)C2C=CC=CC=2C2C(OC)=CC=CC=2OC)CCCCC1.P([O-])([O-])([O-])=O.[K+].[K+].[K+].[CH2:51]([C:53]([OH:85])([CH2:83][CH3:84])/[CH:54]=[CH:55]/[C:56]1[CH:61]=[CH:60][C:59]([C:62]([CH2:80][CH3:81])([C:65]2[CH:70]=[CH:69][C:68](B3OC(C)(C)C(C)(C)O3)=[CH:67][CH:66]=2)[CH2:63][CH3:64])=[CH:58][C:57]=1[CH3:82])[CH3:52].C(=O)(O)[O-].[Na+]. Product: [CH3:1][O:2][C:3](=[O:13])[CH2:4][C:5]1[CH:6]=[C:7]([C:68]2[CH:67]=[CH:66][C:65]([C:62]([CH2:80][CH3:81])([C:59]3[CH:60]=[CH:61][C:56](/[CH:55]=[CH:54]/[C:53]([CH2:83][CH3:84])([OH:85])[CH2:51][CH3:52])=[C:57]([CH3:82])[CH:58]=3)[CH2:63][CH3:64])=[CH:70][CH:69]=2)[CH:8]=[C:9]([F:11])[CH:10]=1. The catalyst class is: 493. (4) Reactant: [CH3:1][N:2]([CH3:20])[C:3]([C:5]1[N:14]([CH:15]2[CH2:19][CH2:18][CH2:17][CH2:16]2)[C:8]2[N:9]=[C:10](Cl)[N:11]=[CH:12][C:7]=2[CH:6]=1)=[O:4].C([Si](C)(C)O[CH:27]1[CH2:32][CH2:31][N:30]([C:33]2[CH:34]=[N:35][C:36]([NH2:39])=[CH:37][CH:38]=2)[CH2:29][CH2:28]1)(C)(C)C.CCC[CH2:45][N+:46](CCCC)(CCCC)[CH2:47]CCC.[F-]. Product: [CH3:1][N:2]([CH3:20])[C:3]([C:5]1[N:14]([CH:15]2[CH2:19][CH2:18][CH2:17][CH2:16]2)[C:8]2[N:9]=[C:10]([NH:39][C:36]3[N:35]=[CH:34][C:33]([N:30]4[CH2:29][CH2:28][CH:27]([N:46]([CH3:47])[CH3:45])[CH2:32][CH2:31]4)=[CH:38][CH:37]=3)[N:11]=[CH:12][C:7]=2[CH:6]=1)=[O:4]. The catalyst class is: 1.